This data is from Forward reaction prediction with 1.9M reactions from USPTO patents (1976-2016). The task is: Predict the product of the given reaction. (1) Given the reactants [F:1][C:2]1[C:3]([C:12]([F:15])([F:14])[F:13])=[CH:4][C:5]([N+:9]([O-:11])=[O:10])=[C:6]([NH2:8])[CH:7]=1.NC1C=C[C:20]([C:23]([F:26])([F:25])[F:24])=C(F)C=1.CC(OC(C)=O)=[O:30].[N+]([O-])(O)=O.[OH-:39].[Na+].[CH3:41][C:42]([O:45][C:46](O[C:46]([O:45][C:42]([CH3:44])([CH3:43])[CH3:41])=[O:47])=[O:47])([CH3:44])[CH3:43], predict the reaction product. The product is: [C:42]([O:45][C:46](=[O:47])[NH:8][C:6]1[CH:7]=[C:2]([F:1])[C:3]([C:12]([F:13])([F:14])[F:15])=[CH:4][C:5]=1[N+:9]([O-:11])=[O:10])([CH3:44])([CH3:43])[CH3:41].[C:20]([OH:30])([C:23]([F:26])([F:25])[F:24])=[O:39]. (2) Given the reactants [Br:1][C:2]1[CH:7]=[CH:6][CH:5]=[C:4]([CH:8]([CH:10]2[CH2:12][CH2:11]2)[CH3:9])[C:3]=1[OH:13].C(=O)([O-])[O-].[K+].[K+].[CH2:20](Br)[CH:21]=[CH2:22], predict the reaction product. The product is: [CH2:22]([O:13][C:3]1[C:4]([CH:8]([CH:10]2[CH2:11][CH2:12]2)[CH3:9])=[CH:5][CH:6]=[CH:7][C:2]=1[Br:1])[CH:21]=[CH2:20]. (3) The product is: [CH2:1]([O:3][C:4](=[O:40])[CH2:5][C:6]1[CH:7]=[C:8]([C:14]2[CH:19]=[CH:18][C:17]([C:42]3[N:47]=[CH:46][C:45]([F:48])=[CH:44][N:43]=3)=[CH:16][C:15]=2[CH2:29][N:30]([C:33]([O:35][C:36]([CH3:38])([CH3:37])[CH3:39])=[O:34])[CH2:31][CH3:32])[C:9]([O:12][CH3:13])=[CH:10][CH:11]=1)[CH3:2]. Given the reactants [CH2:1]([O:3][C:4](=[O:40])[CH2:5][C:6]1[CH:7]=[C:8]([C:14]2[CH:19]=[CH:18][C:17](B3OC(C)(C)C(C)(C)O3)=[CH:16][C:15]=2[CH2:29][N:30]([C:33]([O:35][C:36]([CH3:39])([CH3:38])[CH3:37])=[O:34])[CH2:31][CH3:32])[C:9]([O:12][CH3:13])=[CH:10][CH:11]=1)[CH3:2].Cl[C:42]1[N:47]=[CH:46][C:45]([F:48])=[CH:44][N:43]=1, predict the reaction product. (4) Given the reactants [BH4-].[Na+].[CH3:3][O:4][C:5]1[CH:10]=[CH:9][C:8]2[NH:11][CH:12]=[C:13]([CH:14]=[O:15])[C:7]=2[CH:6]=1, predict the reaction product. The product is: [CH3:3][O:4][C:5]1[CH:6]=[C:7]2[C:8](=[CH:9][CH:10]=1)[NH:11][CH:12]=[C:13]2[CH2:14][OH:15]. (5) Given the reactants [CH3:1][C:2]1[C:3]([CH3:21])=[CH:4][C:5]2[N:14]([CH2:15][CH:16]=O)[C:13]3[C:8]([C:9](=[O:19])[NH:10][C:11](=[O:18])[N:12]=3)=[N:7][C:6]=2[CH:20]=1.[NH:22]1[CH2:27][CH2:26][CH2:25][CH:24]([C:28]([O:30][CH2:31][CH3:32])=[O:29])[CH2:23]1, predict the reaction product. The product is: [CH3:1][C:2]1[C:3]([CH3:21])=[CH:4][C:5]2[N:14]([CH2:15][CH2:16][N:22]3[CH2:27][CH2:26][CH2:25][CH:24]([C:28]([O:30][CH2:31][CH3:32])=[O:29])[CH2:23]3)[C:13]3[C:8]([C:9](=[O:19])[NH:10][C:11](=[O:18])[N:12]=3)=[N:7][C:6]=2[CH:20]=1. (6) Given the reactants [F:1][C:2]1[CH:7]=[CH:6][C:5]([C:8]2[N:9]=[N:10][N:11]([CH3:18])[C:12]=2[C:13]2[N:14]=[CH:15][NH:16][CH:17]=2)=[CH:4][CH:3]=1.[CH3:19][C:20]([C:22]1[CH:27]=[CH:26][C:25](F)=[CH:24][CH:23]=1)=[O:21].C(=O)([O-])[O-].[K+].[K+].O, predict the reaction product. The product is: [F:1][C:2]1[CH:7]=[CH:6][C:5]([C:8]2[N:9]=[N:10][N:11]([CH3:18])[C:12]=2[C:13]2[N:14]=[CH:15][N:16]([C:25]3[CH:26]=[CH:27][C:22]([C:20](=[O:21])[CH3:19])=[CH:23][CH:24]=3)[CH:17]=2)=[CH:4][CH:3]=1. (7) Given the reactants [Cl-].[Al+3].[Cl-].[Cl-].[N-:5]=[N+:6]=[N-:7].[Na+].[CH2:9]([O:16][C:17]1[CH:25]=[CH:24][CH:23]=[CH:22][C:18]=1C(Cl)=O)[C:10]1[CH:15]=[CH:14][CH:13]=[CH:12][CH:11]=1.[N:26]([O-])=O.[Na+].Cl.C1[CH2:35][O:34]CC1, predict the reaction product. The product is: [C:10]1([CH2:9][O:16][C:17]2[CH:18]=[CH:22][CH:23]=[CH:24][C:25]=2[N:5]2[C:35](=[O:34])[NH:26][N:7]=[N:6]2)[CH:11]=[CH:12][CH:13]=[CH:14][CH:15]=1. (8) Given the reactants [CH:1]1([CH2:4][O:5][CH2:6][CH:7]2[CH2:11][CH2:10][N:9](C(OC(C)(C)C)=O)[CH2:8]2)[CH2:3][CH2:2]1.Cl, predict the reaction product. The product is: [CH:1]1([CH2:4][O:5][CH2:6][CH:7]2[CH2:11][CH2:10][NH:9][CH2:8]2)[CH2:2][CH2:3]1.